From a dataset of Full USPTO retrosynthesis dataset with 1.9M reactions from patents (1976-2016). Predict the reactants needed to synthesize the given product. (1) Given the product [Cl:25][C:26]1[CH:27]=[N:28][C:29]2[C:34]([CH:35]=1)=[CH:33][CH:32]=[C:31]([C:2]1[CH:7]=[CH:6][C:5]([N:8]3[C:12](=[O:13])[NH:11][N:10]=[C:9]3[CH2:14][C@@H:15]3[CH2:19][CH2:18][N:17]([C:20](=[O:23])[CH2:21][CH3:22])[CH2:16]3)=[C:4]([F:24])[CH:3]=1)[CH:30]=2, predict the reactants needed to synthesize it. The reactants are: Br[C:2]1[CH:7]=[CH:6][C:5]([N:8]2[C:12](=[O:13])[NH:11][N:10]=[C:9]2[CH2:14][C@@H:15]2[CH2:19][CH2:18][N:17]([C:20](=[O:23])[CH2:21][CH3:22])[CH2:16]2)=[C:4]([F:24])[CH:3]=1.[Cl:25][C:26]1[CH:27]=[N:28][C:29]2[C:34]([CH:35]=1)=[CH:33][CH:32]=[C:31](B1OC(C)(C)C(C)(C)O1)[CH:30]=2.C(=O)([O-])[O-].[K+].[K+]. (2) Given the product [CH2:6]1[C:2]2([O:24][CH2:23][CH2:22][CH2:21][O:1]2)[CH2:3][C@@H:4]([C:17]([O:19][CH3:20])=[O:18])[N:5]1[C:7]([O:9][CH2:10][C:11]1[CH:12]=[CH:13][CH:14]=[CH:15][CH:16]=1)=[O:8], predict the reactants needed to synthesize it. The reactants are: [O:1]=[C:2]1[CH2:6][N:5]([C:7]([O:9][CH2:10][C:11]2[CH:16]=[CH:15][CH:14]=[CH:13][CH:12]=2)=[O:8])[C@H:4]([C:17]([O:19][CH3:20])=[O:18])[CH2:3]1.[CH2:21](O)[CH2:22][CH2:23][OH:24].C[C@H]1C[C@H](C)OC2(CN(C(=O)[C@H](C(C)C)NC(OC)=O)[C@H](C(OC)=O)C2)O1. (3) Given the product [Cl:16][C:17]1[N:25]=[C:24]2[C:20]([N:21]([CH2:26][C@H:27]3[CH2:32][CH2:31][C@H:30]([CH3:33])[CH2:29][CH2:28]3)[C:22]([Cl:49])=[N:23]2)=[C:19]([NH:34][CH2:35][C:36]2[CH:41]=[CH:40][C:39]([O:42][CH3:43])=[CH:38][C:37]=2[O:44][CH3:45])[N:18]=1, predict the reactants needed to synthesize it. The reactants are: CC1(C)CCCC(C)(C)N1.[Li]CCCC.[Cl:16][C:17]1[N:25]=[C:24]2[C:20]([N:21]([CH2:26][C@H:27]3[CH2:32][CH2:31][C@H:30]([CH3:33])[CH2:29][CH2:28]3)[CH:22]=[N:23]2)=[C:19]([NH:34][CH2:35][C:36]2[CH:41]=[CH:40][C:39]([O:42][CH3:43])=[CH:38][C:37]=2[O:44][CH3:45])[N:18]=1.BrC(Cl)(Cl)C(Br)(Cl)[Cl:49]. (4) Given the product [CH2:1]([O:8][C:9](=[O:41])[NH:10][C@@H:11]1[CH2:17][CH2:16][CH2:15][N:14]([C:18]2[N:19]([CH3:40])[N:20]=[CH:21][C:22]=2[NH:23][C:24]([C:26]2[N:27]=[C:28]([C:50]3[CH:55]=[CH:54][CH:53]=[C:52]([C:56]([F:59])([F:58])[F:57])[CH:51]=3)[S:29][C:30]=2[NH:31][C:32]([O:34][C:35]([CH3:38])([CH3:37])[CH3:36])=[O:33])=[O:25])[CH2:13][CH2:12]1)[C:2]1[CH:7]=[CH:6][CH:5]=[CH:4][CH:3]=1, predict the reactants needed to synthesize it. The reactants are: [CH2:1]([O:8][C:9](=[O:41])[NH:10][C@@H:11]1[CH2:17][CH2:16][CH2:15][N:14]([C:18]2[N:19]([CH3:40])[N:20]=[CH:21][C:22]=2[NH:23][C:24]([C:26]2[N:27]=[C:28](Br)[S:29][C:30]=2[NH:31][C:32]([O:34][C:35]([CH3:38])([CH3:37])[CH3:36])=[O:33])=[O:25])[CH2:13][CH2:12]1)[C:2]1[CH:7]=[CH:6][CH:5]=[CH:4][CH:3]=1.CC1(C)C(C)(C)OB([C:50]2[CH:55]=[CH:54][CH:53]=[C:52]([C:56]([F:59])([F:58])[F:57])[CH:51]=2)O1.C(=O)([O-])[O-].[Na+].[Na+].C([O-])(=O)C.[K+].ClCCl. (5) The reactants are: Cl[C:2]1[C:3]2[C:7]([CH:8]=[CH:9][CH:10]=1)=[N:6][N:5]1[C:11]([CH:16]3[CH2:21][CH2:20][N:19]([C:22]([O:24][C:25]([CH3:28])([CH3:27])[CH3:26])=[O:23])[CH2:18][CH2:17]3)=[CH:12][C:13](=[O:15])[NH:14][C:4]=21.[CH:29]1(P(C2CCCCC2)C2C=CC=CC=2C2C(N(C)C)=CC=CC=2N(C)C)[CH2:34]CCC[CH2:30]1.[Cl-].[Li+].[Br-].C([Zn+])(C)C. Given the product [CH:29]([C:2]1[C:3]2[C:7]([CH:8]=[CH:9][CH:10]=1)=[N:6][N:5]1[C:11]([CH:16]3[CH2:21][CH2:20][N:19]([C:22]([O:24][C:25]([CH3:28])([CH3:27])[CH3:26])=[O:23])[CH2:18][CH2:17]3)=[CH:12][C:13](=[O:15])[NH:14][C:4]=21)([CH3:34])[CH3:30], predict the reactants needed to synthesize it.